From a dataset of Forward reaction prediction with 1.9M reactions from USPTO patents (1976-2016). Predict the product of the given reaction. (1) Given the reactants [CH3:1][C:2]([CH3:26])([CH3:25])[C:3]([O:5][CH2:6][N:7]1[C:15]2[N:14]=[CH:13][N:12]([CH2:16][C:17]3[CH:22]=[CH:21][CH:20]=[CH:19][CH:18]=3)[C:11]=2[C:10](=[O:23])[NH:9][C:8]1=[O:24])=[O:4].Br[CH2:28][CH2:29][C:30]1[CH:35]=[CH:34][CH:33]=[CH:32][CH:31]=1.C(=O)([O-])[O-].[K+].[K+], predict the reaction product. The product is: [CH3:1][C:2]([CH3:26])([CH3:25])[C:3]([O:5][CH2:6][N:7]1[C:15]2[N:14]=[CH:13][N:12]([CH2:16][C:17]3[CH:22]=[CH:21][CH:20]=[CH:19][CH:18]=3)[C:11]=2[C:10](=[O:23])[N:9]([CH2:28][CH2:29][C:30]2[CH:35]=[CH:34][CH:33]=[CH:32][CH:31]=2)[C:8]1=[O:24])=[O:4]. (2) Given the reactants COC1N=CC(B(O)O)=CC=1.C(OC(OB(C1NC=CC=1)O)=O)(C)(C)C.[C:27]([O:31][C:32]([N:34]1[CH:38]=[CH:37][CH:36]=[C:35]1[C:39]1[C:43]2([CH3:59])[CH2:44][CH2:45][CH:46]3[CH:55]([CH:42]2[CH2:41][CH:40]=1)[CH2:54][CH:53]=[C:52]1[C:47]3([CH3:58])[CH2:48][CH2:49][C:50](=[O:57])[N:51]1[CH3:56])=[O:33])([CH3:30])([CH3:29])[CH3:28], predict the reaction product. The product is: [CH3:56][N:51]1[C:52]2[C@@:47]([CH3:58])([C@H:46]3[CH2:45][CH2:44][C@@:43]4([CH3:59])[C@@H:42]([CH2:41][CH:40]=[C:39]4[C:35]4[N:34]([C:32]([O:31][C:27]([CH3:30])([CH3:29])[CH3:28])=[O:33])[CH:38]=[CH:37][CH:36]=4)[C@@H:55]3[CH2:54][CH:53]=2)[CH2:48][CH2:49][C:50]1=[O:57]. (3) Given the reactants [CH2:1]([NH:3][CH2:4][CH2:5][OH:6])[CH3:2].[H-].[Na+].F[C:10]1[CH:15]=[CH:14][C:13]([N+:16]([O-:18])=[O:17])=[CH:12][CH:11]=1.Cl, predict the reaction product. The product is: [CH2:1]([NH:3][CH2:4][CH2:5][O:6][C:10]1[CH:15]=[CH:14][C:13]([N+:16]([O-:18])=[O:17])=[CH:12][CH:11]=1)[CH3:2]. (4) Given the reactants [Cl:1][C:2]1[C:3](=[O:23])[N:4]([CH2:19][C@@H:20]2[CH2:22][O:21]2)[N:5]=[CH:6][C:7]=1[NH:8][C@@H:9]1[CH2:14][C@@H:13]2[CH2:15][C@@H:11]([C:12]2([CH3:17])[CH3:16])[C@H:10]1[CH3:18].[N:24]1[CH:29]=[CH:28][C:27]([CH2:30][NH2:31])=[CH:26][CH:25]=1, predict the reaction product. The product is: [Cl:1][C:2]1[C:3](=[O:23])[N:4]([CH2:19][C@@H:20]([OH:21])[CH2:22][NH:31][CH2:30][C:27]2[CH:28]=[CH:29][N:24]=[CH:25][CH:26]=2)[N:5]=[CH:6][C:7]=1[NH:8][C@@H:9]1[CH2:14][C@@H:13]2[CH2:15][C@@H:11]([C:12]2([CH3:17])[CH3:16])[C@H:10]1[CH3:18].